Dataset: Forward reaction prediction with 1.9M reactions from USPTO patents (1976-2016). Task: Predict the product of the given reaction. (1) Given the reactants [I:1][C:2]1[C:3]([NH2:14])=[CH:4][C:5]([N:8]2[CH2:13][CH2:12][O:11][CH2:10][CH2:9]2)=[N:6][CH:7]=1.Cl[C:16]1[C:25]2[C:20](=[CH:21][C:22]([F:27])=[CH:23][C:24]=2[F:26])[N:19]=[C:18]([C:28]2[CH:33]=[CH:32][CH:31]=[CH:30][N:29]=2)[C:17]=1[CH3:34].[H-].[Na+].O, predict the reaction product. The product is: [F:26][C:24]1[CH:23]=[C:22]([F:27])[CH:21]=[C:20]2[C:25]=1[C:16]([NH:14][C:3]1[C:2]([I:1])=[CH:7][N:6]=[C:5]([N:8]3[CH2:9][CH2:10][O:11][CH2:12][CH2:13]3)[CH:4]=1)=[C:17]([CH3:34])[C:18]([C:28]1[CH:33]=[CH:32][CH:31]=[CH:30][N:29]=1)=[N:19]2. (2) Given the reactants [S:1]1[CH:5]=[CH:4][CH:3]=[C:2]1[CH:6]=O.[C:8]([NH:11][CH2:12][C:13]([OH:15])=[O:14])(=O)[CH3:9].C([O-])(=O)C.[Na+], predict the reaction product. The product is: [CH3:9][C:8]1[O:15][C:13](=[O:14])/[C:12](=[CH:6]/[C:2]2[S:1][CH:5]=[CH:4][CH:3]=2)/[N:11]=1. (3) Given the reactants Cl.[Cl:2][C:3]1[CH:8]=[C:7]([C:9]2[CH:14]=[CH:13][CH:12]=[C:11]([Cl:15])[CH:10]=2)[N:6]=[C:5]2[CH2:16][CH2:17][CH2:18][C:4]=12.[NH2:19][CH:20]1[CH2:25][CH2:24][CH:23]([CH2:26][CH2:27][OH:28])[CH2:22][CH2:21]1, predict the reaction product. The product is: [ClH:2].[Cl:15][C:11]1[CH:10]=[C:9]([C:7]2[N:6]=[C:5]3[CH2:16][CH2:17][CH2:18][C:4]3=[C:3]([NH:19][C@H:20]3[CH2:25][CH2:24][C@H:23]([CH2:26][CH2:27][OH:28])[CH2:22][CH2:21]3)[CH:8]=2)[CH:14]=[CH:13][CH:12]=1. (4) Given the reactants S(Cl)(Cl)=O.[I:5][C:6]1[C:14]([CH3:15])=[CH:13][CH:12]=[CH:11][C:7]=1[C:8](O)=[O:9].[BH4-].[Na+].[H-].[H-].[H-].[H-].[Li+].[Al+3], predict the reaction product. The product is: [I:5][C:6]1[C:14]([CH3:15])=[CH:13][CH:12]=[CH:11][C:7]=1[CH2:8][OH:9]. (5) Given the reactants C(O[C:6](=O)[N:7](C)[CH:8]([C:10](=[O:37])[NH:11][CH:12]1[CH:20]2[C:21](=[O:36])[CH2:22][CH:23]([C:25](=[O:35])[NH:26][CH:27]([C:29]3[CH:34]=[CH:33][CH:32]=[CH:31][CH:30]=3)[CH3:28])[CH2:24][N:18]3[C:19]2=[C:15]([CH:16]=[CH:17]3)[CH2:14][CH2:13]1)[CH3:9])(C)(C)C.Cl.O1CCOCC1.CO, predict the reaction product. The product is: [C:29]1([CH:27]([NH:26][C:25]([CH:23]2[CH2:24][N:18]3[C:19]4[CH:20]([CH:12]([NH:11][C:10](=[O:37])[CH:8]([NH:7][CH3:6])[CH3:9])[CH2:13][CH2:14][C:15]=4[CH:16]=[CH:17]3)[C:21](=[O:36])[CH2:22]2)=[O:35])[CH3:28])[CH:30]=[CH:31][CH:32]=[CH:33][CH:34]=1. (6) Given the reactants [Cl:1][C:2]1[C:3]([CH2:13][N:14]([CH:39]2[CH2:41][CH2:40]2)[C:15]([C@@H:17]2[C@:22]([C:24]3[CH:29]=[CH:28][C:27]([F:30])=[C:26]([F:31])[CH:25]=3)([OH:23])[CH2:21][CH2:20][N:19](C(OC(C)(C)C)=O)[CH2:18]2)=[O:16])=[CH:4][C:5]([CH2:8][CH2:9][CH2:10][O:11][CH3:12])=[N:6][CH:7]=1.Cl, predict the reaction product. The product is: [Cl:1][C:2]1[C:3]([CH2:13][N:14]([CH:39]2[CH2:41][CH2:40]2)[C:15]([CH:17]2[C:22]([C:24]3[CH:29]=[CH:28][C:27]([F:30])=[C:26]([F:31])[CH:25]=3)([OH:23])[CH2:21][CH2:20][NH:19][CH2:18]2)=[O:16])=[CH:4][C:5]([CH2:8][CH2:9][CH2:10][O:11][CH3:12])=[N:6][CH:7]=1. (7) Given the reactants FC(F)(F)C(O)=O.[NH:8]1[CH2:12][CH2:11][C@H:10]([CH2:13][NH:14][C:15]([C:17]2[S:18][C:19]([Cl:22])=[CH:20][CH:21]=2)=[O:16])[CH2:9]1.[N+](C1C=CC([O:32][C:33](=O)[NH:34][C:35]2[CH:40]=[CH:39][C:38]([N:41]3[CH:46]=[CH:45][N:44]=[CH:43][C:42]3=[O:47])=[CH:37][C:36]=2[F:48])=CC=1)([O-])=O, predict the reaction product. The product is: [F:48][C:36]1[CH:37]=[C:38]([N:41]2[CH:46]=[CH:45][N:44]=[CH:43][C:42]2=[O:47])[CH:39]=[CH:40][C:35]=1[NH:34][C:33]([N:8]1[CH2:12][CH2:11][C@H:10]([CH2:13][NH:14][C:15]([C:17]2[S:18][C:19]([Cl:22])=[CH:20][CH:21]=2)=[O:16])[CH2:9]1)=[O:32].